From a dataset of Full USPTO retrosynthesis dataset with 1.9M reactions from patents (1976-2016). Predict the reactants needed to synthesize the given product. (1) Given the product [Br:6][C:7]1[CH:15]=[C:14]2[C:10]([CH2:11][CH2:12][C:13]2=[CH2:2])=[CH:9][CH:8]=1, predict the reactants needed to synthesize it. The reactants are: [Li][CH2:2]CCC.[Br:6][C:7]1[CH:15]=[C:14]2[C:10]([CH2:11][CH2:12][C:13]2=O)=[CH:9][CH:8]=1. (2) The reactants are: [CH3:1][C:2]1[C:6]([C:7]2[CH:17]=[C:16](I)[C:10]3[N:11]([CH3:15])[C:12](=[O:14])[NH:13][C:9]=3[CH:8]=2)=[C:5]([CH3:19])[O:4][N:3]=1.[CH3:20][N:21]1[C:25](B(O)O)=[C:24]([CH3:29])[CH:23]=[N:22]1.C([O-])([O-])=O.[Cs+].[Cs+]. Given the product [CH3:20][N:21]1[C:25]([C:16]2[C:10]3[N:11]([CH3:15])[C:12](=[O:14])[NH:13][C:9]=3[CH:8]=[C:7]([C:6]3[C:2]([CH3:1])=[N:3][O:4][C:5]=3[CH3:19])[CH:17]=2)=[C:24]([CH3:29])[CH:23]=[N:22]1, predict the reactants needed to synthesize it. (3) Given the product [CH3:1][O:2][C:3](=[O:30])[CH:4]([CH2:18][CH2:19][CH2:20][CH2:21][NH2:22])[C:5]1[C:13]2[C:8](=[CH:9][CH:10]=[CH:11][CH:12]=2)[N:7]([C:14]([O:16][CH3:17])=[O:15])[CH:6]=1, predict the reactants needed to synthesize it. The reactants are: [CH3:1][O:2][C:3](=[O:30])[CH:4]([CH2:18][CH2:19][CH2:20][CH2:21][NH:22]C(OC(C)(C)C)=O)[C:5]1[C:13]2[C:8](=[CH:9][CH:10]=[CH:11][CH:12]=2)[N:7]([C:14]([O:16][CH3:17])=[O:15])[CH:6]=1.FC(F)(F)C(O)=O.C(=O)(O)[O-].[Na+]. (4) The reactants are: [C:1]([O:5][C:6]([NH:8][C@@H:9]([C:11]([OH:13])=O)[CH3:10])=[O:7])([CH3:4])([CH3:3])[CH3:2].[C:14](=[N:17]O)([NH2:16])[CH3:15].C(Cl)CCl.C(OCC)(=O)C. Given the product [C:1]([O:5][C:6](=[O:7])[NH:8][C@@H:9]([C:11]1[O:13][N:17]=[C:14]([CH3:15])[N:16]=1)[CH3:10])([CH3:2])([CH3:3])[CH3:4], predict the reactants needed to synthesize it. (5) The reactants are: C(N1C=CN=C1)(N1C=CN=C1)=O.[CH2:13]([O:20][C:21]([NH:23][CH:24]1[CH2:29][CH2:28][CH:27]([N:30]2[C:34]([CH3:35])=[C:33]([C:36](O)=[O:37])[CH:32]=[N:31]2)[CH2:26][CH2:25]1)=[O:22])[C:14]1[CH:19]=[CH:18][CH:17]=[CH:16][CH:15]=1.[CH2:39]([O:41][C:42](=[O:47])[CH2:43]C([O-])=O)[CH3:40].[CH2:39]([O:41][C:42](=[O:47])[CH2:43]C([O-])=O)[CH3:40].[Mg+2]. Given the product [CH2:39]([O:41][C:42](=[O:47])[CH2:43][C:36]([C:33]1[CH:32]=[N:31][N:30]([CH:27]2[CH2:26][CH2:25][CH:24]([NH:23][C:21]([O:20][CH2:13][C:14]3[CH:19]=[CH:18][CH:17]=[CH:16][CH:15]=3)=[O:22])[CH2:29][CH2:28]2)[C:34]=1[CH3:35])=[O:37])[CH3:40], predict the reactants needed to synthesize it. (6) The reactants are: [CH3:1][C:2]1[C:7]([CH2:8][C:9]#[N:10])=[CH:6][CH:5]=[CH:4][CH:3]=1.[N+:11]([C:14]1[S:15][CH:16]=[CH:17][CH:18]=1)([O-])=[O:12].[OH-].[K+]. Given the product [OH:12][N:11]=[C:14]1[S:15][C:16](=[C:8]([C:7]2[CH:6]=[CH:5][CH:4]=[CH:3][C:2]=2[CH3:1])[C:9]#[N:10])[CH:17]=[CH:18]1, predict the reactants needed to synthesize it. (7) Given the product [Br:13][C:14]1[C:15]2[N:16]([N:7]=[C:21]([NH2:23])[N:20]=2)[CH:17]=[CH:18][CH:19]=1, predict the reactants needed to synthesize it. The reactants are: Cl.NO.C([N:7](CC)C(C)C)(C)C.[Br:13][C:14]1[C:15]([NH:20][C:21]([NH:23]C(OCC)=O)=S)=[N:16][CH:17]=[CH:18][CH:19]=1. (8) Given the product [C:6]([C:7]1([OH:17])[CH2:16][CH2:15][C:10]2([O:11][CH2:12][CH2:13][O:14]2)[CH2:9][CH2:8]1)#[CH:5], predict the reactants needed to synthesize it. The reactants are: C[Si]([C:5]#[C:6][C:7]1([OH:17])[CH2:16][CH2:15][C:10]2([O:14][CH2:13][CH2:12][O:11]2)[CH2:9][CH2:8]1)(C)C.C(=O)([O-])[O-].[K+].[K+].